From a dataset of Full USPTO retrosynthesis dataset with 1.9M reactions from patents (1976-2016). Predict the reactants needed to synthesize the given product. (1) Given the product [F:21][C:15]1[CH:16]=[C:17]([I:20])[CH:18]=[CH:19][C:14]=1[NH:13][C:11]1[C:5]([C:6]([O:8][CH2:9][CH3:10])=[O:7])=[CH:4][N:3]([CH3:26])[C:2](=[O:40])[CH:12]=1, predict the reactants needed to synthesize it. The reactants are: Cl[C:2]1[CH:12]=[C:11]([NH:13][C:14]2[CH:19]=[CH:18][C:17]([I:20])=[CH:16][C:15]=2[F:21])[C:5]([C:6]([O:8][CH2:9][CH3:10])=[O:7])=[CH:4][N:3]=1.S(OC)(O[CH3:26])(=O)=O.C(N(CC)CC)C.C(O)(=O)C.[OH2:40]. (2) Given the product [ClH:3].[CH3:5][N:6]([CH3:7])[CH2:8][C:9]1[CH2:17][C:16]2[C:11]([C:10]=1[C:19]1[CH:20]=[N:21][CH:22]=[CH:23][CH:24]=1)=[CH:12][CH:13]=[CH:14][CH:15]=2, predict the reactants needed to synthesize it. The reactants are: S(Cl)([Cl:3])=O.[CH3:5][N:6]([CH2:8][CH:9]1[CH2:17][C:16]2[C:11](=[CH:12][CH:13]=[CH:14][CH:15]=2)[C:10]1([C:19]1[CH:20]=[N:21][CH:22]=[CH:23][CH:24]=1)O)[CH3:7]. (3) The reactants are: C1C(=O)N([Br:8])C(=O)C1.[F:9][C:10]1[N:15]=[C:14]([CH3:16])[CH:13]=[CH:12][CH:11]=1.CC(N=NC(C#N)(C)C)(C#N)C.CCCCCC. Given the product [Br:8][CH2:16][C:14]1[CH:13]=[CH:12][CH:11]=[C:10]([F:9])[N:15]=1, predict the reactants needed to synthesize it. (4) The reactants are: [CH:1]#[C:2][CH2:3][CH2:4][CH2:5][C:6]#[CH:7].[C:8]([C:10]([O:12][CH2:13][CH3:14])=[O:11])#[N:9]. Given the product [CH:7]1[C:6]2[CH2:5][CH2:4][CH2:3][C:2]=2[CH:1]=[C:8]([C:10]([O:12][CH2:13][CH3:14])=[O:11])[N:9]=1, predict the reactants needed to synthesize it. (5) Given the product [Cl:1][C:2]1[C:7]([S:8]([CH3:11])(=[O:10])=[O:9])=[CH:6][C:5]([C:12]2[N:13]([C:33]([N:39]3[CH2:44][CH2:43][CH:42]([NH:45][C:46]([NH2:48])=[O:47])[CH2:41][CH2:40]3)=[O:34])[C@@:14]([C:26]3[CH:31]=[CH:30][C:29]([Cl:32])=[CH:28][CH:27]=3)([CH3:25])[C@@:15]([C:18]3[CH:19]=[CH:20][C:21]([Cl:24])=[CH:22][CH:23]=3)([CH3:17])[N:16]=2)=[C:4]([O:36][CH2:37][CH3:38])[CH:3]=1, predict the reactants needed to synthesize it. The reactants are: [Cl:1][C:2]1[C:7]([S:8]([CH3:11])(=[O:10])=[O:9])=[CH:6][C:5]([C:12]2[N:13]([C:33](Cl)=[O:34])[C@@:14]([C:26]3[CH:31]=[CH:30][C:29]([Cl:32])=[CH:28][CH:27]=3)([CH3:25])[C@@:15]([C:18]3[CH:23]=[CH:22][C:21]([Cl:24])=[CH:20][CH:19]=3)([CH3:17])[N:16]=2)=[C:4]([O:36][CH2:37][CH3:38])[CH:3]=1.[NH:39]1[CH2:44][CH2:43][CH:42]([NH:45][C:46]([NH2:48])=[O:47])[CH2:41][CH2:40]1.